Dataset: Acute oral toxicity (LD50) regression data from Zhu et al.. Task: Regression/Classification. Given a drug SMILES string, predict its toxicity properties. Task type varies by dataset: regression for continuous values (e.g., LD50, hERG inhibition percentage) or binary classification for toxic/non-toxic outcomes (e.g., AMES mutagenicity, cardiotoxicity, hepatotoxicity). Dataset: ld50_zhu. (1) The compound is O=C(O)Cc1sc(-c2ccccc2)nc1-c1ccc(Cl)cc1. The rat oral LD50 is 2.91, given as -log10 of the dose in mol/kg body weight (higher means more acutely toxic). (2) The compound is CC(C)CCCCCCO. The rat oral LD50 is 1.69, given as -log10 of the dose in mol/kg body weight (higher means more acutely toxic). (3) The drug is O=C(CN1CCN(CCc2ccccc2)CC1)NN=Cc1ccc([N+](=O)[O-])o1. The rat oral LD50 is 3.33, given as -log10 of the dose in mol/kg body weight (higher means more acutely toxic). (4) The compound is CN(C)N(C)N=O. The rat oral LD50 is 3.04, given as -log10 of the dose in mol/kg body weight (higher means more acutely toxic). (5) The compound is O=C1c2ccccc2C(=O)C1C(=O)C(c1ccccc1)c1ccc(Cl)cc1. The rat oral LD50 is 5.25, given as -log10 of the dose in mol/kg body weight (higher means more acutely toxic). (6) The compound is CCC(CC)C(=O)OCCOCCOCCOC(=O)C(CC)CC. The rat oral LD50 is 1.76, given as -log10 of the dose in mol/kg body weight (higher means more acutely toxic). (7) The drug is COc1cc(N)c(Cl)cc1C(=O)NC1CCNCC1. The rat oral LD50 is 2.05, given as -log10 of the dose in mol/kg body weight (higher means more acutely toxic).